This data is from Forward reaction prediction with 1.9M reactions from USPTO patents (1976-2016). The task is: Predict the product of the given reaction. (1) Given the reactants [C:1]1([C:7]([C:9]2[S:13][C:12]([NH2:14])=[N:11][C:10]=2[C:15]2[O:16][CH:17]=[CH:18][CH:19]=2)=[O:8])[CH:6]=[CH:5][CH:4]=[CH:3][CH:2]=1.[OH:20][C:21]([CH3:26])([CH3:25])[C:22](O)=[O:23].CCN=C=NCCCN(C)C.Cl.O.ON1C2C=CC=CC=2N=N1, predict the reaction product. The product is: [C:7]([C:9]1[S:13][C:12]([NH:14][C:22](=[O:23])[C:21]([OH:20])([CH3:26])[CH3:25])=[N:11][C:10]=1[C:15]1[O:16][CH:17]=[CH:18][CH:19]=1)(=[O:8])[C:1]1[CH:2]=[CH:3][CH:4]=[CH:5][CH:6]=1. (2) The product is: [F:21][C:22]1[CH:37]=[CH:36][C:25]([C:26]([NH:28][C:29]2[CH:34]=[CH:33][C:32]([O:35][CH2:16][CH2:15][CH2:14][O:13][C:10]3[CH:9]=[CH:8][C:7]([CH2:6][C@H:5]([O:18][CH3:19])[C:4]([OH:3])=[O:20])=[CH:12][CH:11]=3)=[CH:31][CH:30]=2)=[O:27])=[CH:24][CH:23]=1. Given the reactants C([O:3][C:4](=[O:20])[C@@H:5]([O:18][CH3:19])[CH2:6][C:7]1[CH:12]=[CH:11][C:10]([O:13][CH2:14][CH2:15][CH2:16]Br)=[CH:9][CH:8]=1)C.[F:21][C:22]1[CH:37]=[CH:36][C:25]([C:26]([NH:28][C:29]2[CH:34]=[CH:33][C:32]([OH:35])=[CH:31][CH:30]=2)=[O:27])=[CH:24][CH:23]=1.[OH-].[Na+], predict the reaction product. (3) Given the reactants [C:1]([O:5][C:6]([NH:8][CH2:9][CH2:10][O:11][CH2:12][CH2:13]CS([O-])(=O)=O)=[O:7])([CH3:4])([CH3:3])[CH3:2].[N-:19]=[N+]=[N-].[Na+], predict the reaction product. The product is: [C:1]([O:5][C:6]([NH:8][CH2:9][CH2:10][O:11][CH2:12][CH2:13][NH2:19])=[O:7])([CH3:4])([CH3:3])[CH3:2]. (4) Given the reactants [Br:1][C:2]1[CH:7]=[CH:6][C:5]([C:8]2[C:14]3[CH:15]=[C:16]([O:21][CH3:22])[C:17]([O:19][CH3:20])=[CH:18][C:13]=3[CH2:12][CH:11]([CH3:23])[NH:10][N:9]=2)=[CH:4][CH:3]=1.ClC(OC1C=C[C:31]([N+:34]([O-])=O)=CC=1)=O.CN.C1C[O:42][CH2:41]C1, predict the reaction product. The product is: [Br:1][C:2]1[CH:3]=[CH:4][C:5]([C:8]2[C:14]3[CH:15]=[C:16]([O:21][CH3:22])[C:17]([O:19][CH3:20])=[CH:18][C:13]=3[CH2:12][CH:11]([CH3:23])[N:10]([C:41]([NH:34][CH3:31])=[O:42])[N:9]=2)=[CH:6][CH:7]=1. (5) The product is: [CH2:16]([NH:18][C:19](=[O:32])[C:20]1[CH:21]=[CH:22][C:23]([N:26]2[CH2:27][CH2:28][N:29]([CH2:14][C:4]3[CH:3]=[C:2]([OH:1])[C:7]4[O:8][CH:9]([CH3:13])[C:10](=[O:12])[NH:11][C:6]=4[CH:5]=3)[CH2:30][CH2:31]2)=[CH:24][CH:25]=1)[CH3:17]. Given the reactants [OH:1][C:2]1[C:7]2[O:8][CH:9]([CH3:13])[C:10](=[O:12])[NH:11][C:6]=2[CH:5]=[C:4]([CH:14]=O)[CH:3]=1.[CH2:16]([NH:18][C:19](=[O:32])[C:20]1[CH:25]=[CH:24][C:23]([N:26]2[CH2:31][CH2:30][NH:29][CH2:28][CH2:27]2)=[CH:22][CH:21]=1)[CH3:17], predict the reaction product. (6) Given the reactants C(O)(=O)C.C([O-])(=O)C.[Na+].[P:10]([O:47]C(C)(C)C)([O:42]C(C)(C)C)([O:12][CH2:13][N:14]([C:32]([C:34]1[C:39]([F:40])=[CH:38][CH:37]=[CH:36][C:35]=1[F:41])=[O:33])[C:15]1[CH:16]=[N:17][N:18]([CH2:20][C:21]2[C:26]([C:27]([F:30])([F:29])[F:28])=[CH:25][CH:24]=[CH:23][C:22]=2[F:31])[CH:19]=1)=[O:11], predict the reaction product. The product is: [P:10]([OH:47])([OH:42])([O:12][CH2:13][N:14]([C:32]([C:34]1[C:39]([F:40])=[CH:38][CH:37]=[CH:36][C:35]=1[F:41])=[O:33])[C:15]1[CH:16]=[N:17][N:18]([CH2:20][C:21]2[C:26]([C:27]([F:30])([F:28])[F:29])=[CH:25][CH:24]=[CH:23][C:22]=2[F:31])[CH:19]=1)=[O:11]. (7) The product is: [CH3:1][C:2]1[CH:31]=[CH:30][C:5]([C:6]([NH:8][C:9]2[C:22]3[C:21](=[O:23])[C:20]4[C:15](=[CH:16][CH:17]=[CH:18][CH:19]=4)[C:14](=[O:24])[C:13]=3[CH:12]=[CH:11][C:10]=2[NH:25][C:26](=[O:29])[CH2:27][N:50]2[CH2:51][CH2:52][N:47]([C:42]3[CH:43]=[CH:44][CH:45]=[CH:46][N:41]=3)[CH2:48][CH2:49]2)=[O:7])=[CH:4][CH:3]=1. Given the reactants [CH3:1][C:2]1[CH:31]=[CH:30][C:5]([C:6]([NH:8][C:9]2[C:22]3[C:21](=[O:23])[C:20]4[C:15](=[CH:16][CH:17]=[CH:18][CH:19]=4)[C:14](=[O:24])[C:13]=3[CH:12]=[CH:11][C:10]=2[NH:25][C:26](=[O:29])[CH2:27]Cl)=[O:7])=[CH:4][CH:3]=1.CCN(C(C)C)C(C)C.[N:41]1[CH:46]=[CH:45][CH:44]=[CH:43][C:42]=1[N:47]1[CH2:52][CH2:51][NH:50][CH2:49][CH2:48]1.C(OCC)(=O)C, predict the reaction product.